From a dataset of Forward reaction prediction with 1.9M reactions from USPTO patents (1976-2016). Predict the product of the given reaction. (1) Given the reactants [Br:1][C:2]1[CH:10]=[CH:9][C:5]([C:6]([OH:8])=O)=[CH:4][N:3]=1.C(N(CC)C(C)C)(C)C.[F:20][C:21]([F:30])([F:29])[C:22]1([OH:28])[CH2:27][CH2:26][NH:25][CH2:24][CH2:23]1.C(=O)([O-])O.[Na+], predict the reaction product. The product is: [Br:1][C:2]1[N:3]=[CH:4][C:5]([C:6]([N:25]2[CH2:26][CH2:27][C:22]([OH:28])([C:21]([F:29])([F:30])[F:20])[CH2:23][CH2:24]2)=[O:8])=[CH:9][CH:10]=1. (2) Given the reactants [F:1][C:2]([F:13])([F:12])[C:3]1[C:4]2[CH2:11][CH2:10][O:9][CH2:8][C:5]=2[NH:6][N:7]=1.Br[C:15]1[CH:20]=[C:19]([F:21])[C:18]([CH2:22][N:23]2[CH2:27][CH2:26][CH2:25][C:24]2=[O:28])=[C:17]([F:29])[CH:16]=1, predict the reaction product. The product is: [F:29][C:17]1[CH:16]=[C:15]([N:6]2[C:5]3[CH2:8][O:9][CH2:10][CH2:11][C:4]=3[C:3]([C:2]([F:12])([F:1])[F:13])=[N:7]2)[CH:20]=[C:19]([F:21])[C:18]=1[CH2:22][N:23]1[CH2:27][CH2:26][CH2:25][C:24]1=[O:28]. (3) Given the reactants Cl[C:2]1[C:11]2[C:6](=[CH:7][C:8]([S:12]([N:15](CC3C=CC(OC)=CC=3OC)[C:16]3[S:17][CH:18]=[CH:19][N:20]=3)(=[O:14])=[O:13])=[CH:9][CH:10]=2)[CH:5]=[N:4][N:3]=1.[Cl:32][C:33]1[CH:38]=[CH:37][C:36](B(O)O)=[C:35]([O:42][CH3:43])[CH:34]=1.P([O-])([O-])([O-])=O.[K+].[K+].[K+].O1CCOCC1, predict the reaction product. The product is: [Cl:32][C:33]1[CH:38]=[CH:37][C:36]([C:2]2[C:11]3[C:6](=[CH:7][C:8]([S:12]([NH:15][C:16]4[S:17][CH:18]=[CH:19][N:20]=4)(=[O:13])=[O:14])=[CH:9][CH:10]=3)[CH:5]=[N:4][N:3]=2)=[C:35]([O:42][CH3:43])[CH:34]=1. (4) Given the reactants Cl.C[O:3][C:4](=[O:39])[C:5]1[CH:10]=[CH:9][C:8]([CH2:11][O:12][C:13]2[CH:18]=[CH:17][C:16]([CH2:19][C@H:20]([NH2:38])[C:21]3[N:22]([CH2:34][CH2:35][CH2:36][CH3:37])[CH:23]=[C:24]([C:26]4[CH:31]=[CH:30][C:29]([Cl:32])=[CH:28][C:27]=4[Cl:33])[N:25]=3)=[CH:15][CH:14]=2)=[CH:7][CH:6]=1.[CH3:40][C:41]([CH3:50])([CH3:49])[CH2:42][CH2:43][CH2:44][CH2:45][C:46](O)=[O:47], predict the reaction product. The product is: [CH2:34]([N:22]1[CH:23]=[C:24]([C:26]2[CH:31]=[CH:30][C:29]([Cl:32])=[CH:28][C:27]=2[Cl:33])[N:25]=[C:21]1[C@@H:20]([NH:38][C:46](=[O:47])[CH2:45][CH2:44][CH2:43][CH2:42][C:41]([CH3:50])([CH3:49])[CH3:40])[CH2:19][C:16]1[CH:17]=[CH:18][C:13]([O:12][CH2:11][C:8]2[CH:9]=[CH:10][C:5]([C:4]([OH:3])=[O:39])=[CH:6][CH:7]=2)=[CH:14][CH:15]=1)[CH2:35][CH2:36][CH3:37]. (5) Given the reactants [C@@H:1]1([N:9]2[C:19]3[N:18]=[C:16]([NH2:17])[NH:15][C:13](=[O:14])[C:12]=3[N:11]=[CH:10]2)[O:8][C@H:5]([CH2:6][OH:7])[CH2:4][C@H:2]1[OH:3].C[O:21][P:22](OC)([O:24]C)=[O:23].P(Cl)(Cl)(Cl)=O, predict the reaction product. The product is: [P:22]([O:7][CH2:6][C@H:5]1[O:8][C@@H:1]([N:9]2[C:19]3[N:18]=[C:16]([NH2:17])[NH:15][C:13](=[O:14])[C:12]=3[N:11]=[CH:10]2)[C@H:2]([OH:3])[CH2:4]1)([OH:24])([OH:23])=[O:21]. (6) Given the reactants C([Mg]Br)C.[C:5]1([CH2:11][C:12]#[CH:13])[CH:10]=[CH:9][CH:8]=[CH:7][CH:6]=1.[CH2:14]([O:16][CH:17](OCC)[O:18][CH2:19][CH3:20])[CH3:15], predict the reaction product. The product is: [CH2:14]([O:16][CH:17]([O:18][CH2:19][CH3:20])[C:13]#[C:12][CH2:11][C:5]1[CH:10]=[CH:9][CH:8]=[CH:7][CH:6]=1)[CH3:15]. (7) Given the reactants [F:1][C:2]1[CH:13]=[CH:12][CH:11]=[C:10]([O:14][CH2:15][C:16]2[CH:21]=[CH:20][C:19]([O:22][CH3:23])=[CH:18][CH:17]=2)[C:3]=1[C:4](N(OC)C)=[O:5].[CH3:24][Mg]Br, predict the reaction product. The product is: [F:1][C:2]1[CH:13]=[CH:12][CH:11]=[C:10]([O:14][CH2:15][C:16]2[CH:17]=[CH:18][C:19]([O:22][CH3:23])=[CH:20][CH:21]=2)[C:3]=1[C:4](=[O:5])[CH3:24]. (8) Given the reactants [CH2:1]([N:8]1[CH2:12][CH2:11][CH:10]([C:13]2[CH:18]=[CH:17][C:16]([N+:19]([O-])=O)=[C:15]([O:22][CH3:23])[CH:14]=2)[CH2:9]1)[C:2]1[CH:7]=[CH:6][CH:5]=[CH:4][CH:3]=1.[Sn](Cl)Cl, predict the reaction product. The product is: [CH2:1]([N:8]1[CH2:12][CH2:11][CH:10]([C:13]2[CH:18]=[CH:17][C:16]([NH2:19])=[C:15]([O:22][CH3:23])[CH:14]=2)[CH2:9]1)[C:2]1[CH:3]=[CH:4][CH:5]=[CH:6][CH:7]=1.